Task: Predict the product of the given reaction.. Dataset: Forward reaction prediction with 1.9M reactions from USPTO patents (1976-2016) (1) Given the reactants [Cl:1][C:2]1[CH:3]=[N:4][C:5]([N:8]2[CH2:13][CH2:12][CH:11]([NH:14][CH:15]3[CH2:17][CH2:16]3)[CH2:10][CH2:9]2)=[N:6][CH:7]=1.[F:18][C:19]1[CH:20]=[C:21]([CH:25]=[CH:26][C:27]=1[N:28]1[CH:32]=[CH:31][N:30]=[C:29]1[CH3:33])[C:22](O)=[O:23], predict the reaction product. The product is: [Cl:1][C:2]1[CH:3]=[N:4][C:5]([N:8]2[CH2:13][CH2:12][CH:11]([N:14]([CH:15]3[CH2:17][CH2:16]3)[C:22](=[O:23])[C:21]3[CH:25]=[CH:26][C:27]([N:28]4[CH:32]=[CH:31][N:30]=[C:29]4[CH3:33])=[C:19]([F:18])[CH:20]=3)[CH2:10][CH2:9]2)=[N:6][CH:7]=1. (2) Given the reactants [F:1][C:2]([F:7])([F:6])[C:3]([OH:5])=[O:4].[F:8][C:9]([F:14])([F:13])[C:10]([OH:12])=[O:11].FC(F)(F)C(O)=O.[Cl:22][C:23]1[CH:24]=[N:25][C:26]2[NH:27][C:28]3[CH:29]=[N:30][CH:31]=[C:32]([CH:53]=3)[CH2:33][CH2:34][C:35]3[CH:43]=[C:39]([NH:40][C:41]=1[N:42]=2)[CH:38]=[CH:37][C:36]=3[O:44][CH2:45][CH2:46][CH:47]1[CH2:52][CH2:51][NH:50][CH2:49][CH2:48]1.[CH3:54][C:55]1[O:59][N:58]=[CH:57][C:56]=1[C:60](Cl)=[O:61], predict the reaction product. The product is: [F:1][C:2]([F:7])([F:6])[C:3]([OH:5])=[O:4].[F:8][C:9]([F:14])([F:13])[C:10]([OH:12])=[O:11].[Cl:22][C:23]1[CH:24]=[N:25][C:26]2[NH:27][C:28]3[CH:29]=[N:30][CH:31]=[C:32]([CH:53]=3)[CH2:33][CH2:34][C:35]3[CH:43]=[C:39]([NH:40][C:41]=1[N:42]=2)[CH:38]=[CH:37][C:36]=3[O:44][CH2:45][CH2:46][CH:47]1[CH2:48][CH2:49][N:50]([C:60]([C:56]2[CH:57]=[N:58][O:59][C:55]=2[CH3:54])=[O:61])[CH2:51][CH2:52]1. (3) Given the reactants [CH3:1][S:2]([N:5]1[CH2:10][CH2:9][C:8](=O)[CH2:7][CH2:6]1)(=[O:4])=[O:3].Cl.[NH2:13][NH2:14].[F:15][C:16]([F:26])([F:25])[C:17]1[CH:24]=[CH:23][C:20]([CH:21]=O)=[CH:19][CH:18]=1.BrBr.C[O-].[Na+], predict the reaction product. The product is: [CH3:1][S:2]([N:5]1[CH2:10][CH2:9][C:8]2[NH:13][N:14]=[C:21]([C:20]3[CH:23]=[CH:24][C:17]([C:16]([F:26])([F:25])[F:15])=[CH:18][CH:19]=3)[C:7]=2[CH2:6]1)(=[O:4])=[O:3].